Dataset: Full USPTO retrosynthesis dataset with 1.9M reactions from patents (1976-2016). Task: Predict the reactants needed to synthesize the given product. (1) Given the product [Br:1][C:2]1[CH:3]=[CH:4][C:5]2[S:9](=[O:10])(=[O:11])[N:8]([CH2:23][CH2:22][NH:21][C:19](=[O:20])[O:18][C:15]([CH3:17])([CH3:16])[CH3:14])[CH:7]([CH3:12])[C:6]=2[CH:13]=1, predict the reactants needed to synthesize it. The reactants are: [Br:1][C:2]1[CH:3]=[CH:4][C:5]2[S:9](=[O:11])(=[O:10])[NH:8][CH:7]([CH3:12])[C:6]=2[CH:13]=1.[CH3:14][C:15]([O:18][C:19]([NH:21][CH2:22][CH2:23]Br)=[O:20])([CH3:17])[CH3:16].C([O-])([O-])=O.[K+].[K+]. (2) Given the product [Br:1][C:2]1[CH:8]=[C:7]([O:9][CH3:10])[C:6]([O:11][CH3:12])=[CH:5][C:3]=1[N:4]=[C:19]=[O:20], predict the reactants needed to synthesize it. The reactants are: [Br:1][C:2]1[CH:8]=[C:7]([O:9][CH3:10])[C:6]([O:11][CH3:12])=[CH:5][C:3]=1[NH2:4].N1C=CC=CC=1.[C:19](Cl)(Cl)=[O:20].